This data is from Reaction yield outcomes from USPTO patents with 853,638 reactions. The task is: Predict the reaction yield, written as a fraction of the theoretical maximum amount of product (1.0 means a 100% yield; for example, 0.34 means a 34% yield). (1) The reactants are [O:1]([CH2:8][CH2:9][CH2:10][CH2:11][CH2:12][CH2:13][CH:14]([C:16]1[O:17][C:18]([CH3:21])=[N:19][N:20]=1)[OH:15])[C:2]1[CH:7]=[CH:6][CH:5]=[CH:4][CH:3]=1.CC(OI1(OC(C)=O)(OC(C)=O)OC(=O)C2C=CC=CC1=2)=O. The catalyst is C(Cl)Cl.[O-]S([O-])(=S)=O.[Na+].[Na+].C([O-])(O)=O.[Na+]. The product is [O:1]([CH2:8][CH2:9][CH2:10][CH2:11][CH2:12][CH2:13][C:14]([C:16]1[O:17][C:18]([CH3:21])=[N:19][N:20]=1)=[O:15])[C:2]1[CH:3]=[CH:4][CH:5]=[CH:6][CH:7]=1. The yield is 0.820. (2) The reactants are [CH3:1][O:2][C:3]1[CH:12]=[C:11]2[C:6]([C:7]([O:13][CH2:14][C:15]3[N:19]4[CH:20]=[C:21](C#N)[CH:22]=[CH:23][C:18]4=[N:17][N:16]=3)=[CH:8][CH:9]=[N:10]2)=[CH:5][CH:4]=1.[C:26](=[O:29])([O-])[O-:27].[Na+].[Na+]. The catalyst is S(=O)(=O)(O)O.O. The product is [CH3:1][O:2][C:3]1[CH:12]=[C:11]2[C:6]([C:7]([O:13][CH2:14][C:15]3[N:19]4[CH:20]=[C:21]([C:26]([OH:27])=[O:29])[CH:22]=[CH:23][C:18]4=[N:17][N:16]=3)=[CH:8][CH:9]=[N:10]2)=[CH:5][CH:4]=1. The yield is 0.890. (3) The reactants are [CH3:1][C:2]1([CH3:12])[O:6][C:5](=[CH:7][C:8](Cl)=[O:9])[C:4](=[O:11])[O:3]1.[F:13][C:14]1[CH:23]=[CH:22][C:17]([CH2:18][NH:19][O:20][CH3:21])=[CH:16][CH:15]=1.N1C=CC=CC=1. The catalyst is ClCCl. The product is [CH3:1][C:2]1([CH3:12])[O:6][C:5](=[CH:7][C:8]([N:19]([CH2:18][C:17]2[CH:22]=[CH:23][C:14]([F:13])=[CH:15][CH:16]=2)[O:20][CH3:21])=[O:9])[C:4](=[O:11])[O:3]1. The yield is 0.930. (4) The reactants are [C:1]([O:5][C:6]([NH:8][CH:9]([C:13]([OH:16])([CH3:15])[CH3:14])[C:10]([OH:12])=[O:11])=[O:7])([CH3:4])([CH3:3])[CH3:2].[CH3:17]I.[H-].[Na+].O. The catalyst is C1COCC1.C(OCC)(=O)C. The product is [C:1]([O:5][C:6]([NH:8][CH:9]([C:13]([O:16][CH3:17])([CH3:15])[CH3:14])[C:10]([OH:12])=[O:11])=[O:7])([CH3:4])([CH3:2])[CH3:3]. The yield is 0.940.